From a dataset of Full USPTO retrosynthesis dataset with 1.9M reactions from patents (1976-2016). Predict the reactants needed to synthesize the given product. (1) The reactants are: [C:1]([O-:4])(O)=[O:2].[Na+].Cl.Cl.[Cl:8][CH2:9][CH2:10][N:11]([CH2:19][CH2:20][Cl:21])[C:12]1[CH:17]=[CH:16][C:15]([NH2:18])=[CH:14][CH:13]=1. Given the product [Cl:8][CH2:9][CH2:10][N:11]([CH2:19][CH2:20][Cl:21])[C:12]1[CH:17]=[CH:16][C:15]([N:18]=[C:1]=[O:4])=[CH:14][CH:13]=1.[N-:11]=[C:19]=[O:2], predict the reactants needed to synthesize it. (2) Given the product [CH3:40][N:41]([CH3:42])[CH2:32][CH2:33][O:24][CH2:23][C:20]1[CH:21]=[C:22]2[C:17](=[CH:18][CH:19]=1)[NH:16][N:15]=[C:14]2[S:11]([C:1]1[C:10]2[C:5](=[CH:6][CH:7]=[CH:8][CH:9]=2)[CH:4]=[CH:3][CH:2]=1)(=[O:13])=[O:12], predict the reactants needed to synthesize it. The reactants are: [C:1]1([S:11]([C:14]2[C:22]3[C:17](=[CH:18][CH:19]=[C:20]([CH:23]=[O:24])[CH:21]=3)[NH:16][N:15]=2)(=[O:13])=[O:12])[C:10]2[C:5](=[CH:6][CH:7]=[CH:8][CH:9]=2)[CH:4]=[CH:3][CH:2]=1.ClC1C=C(C=[CH:32][CH:33]=1)CBr.C(=O)([O-])[O-].[Cs+].[Cs+].[CH3:40][N:41](C=O)[CH3:42].